From a dataset of Peptide-MHC class I binding affinity with 185,985 pairs from IEDB/IMGT. Regression. Given a peptide amino acid sequence and an MHC pseudo amino acid sequence, predict their binding affinity value. This is MHC class I binding data. (1) The peptide sequence is CTINVNSLAL. The MHC is HLA-A02:02 with pseudo-sequence HLA-A02:02. The binding affinity (normalized) is 0.427. (2) The peptide sequence is SPGMVPLHI. The MHC is HLA-B07:02 with pseudo-sequence HLA-B07:02. The binding affinity (normalized) is 0.186.